From a dataset of Reaction yield outcomes from USPTO patents with 853,638 reactions. Predict the reaction yield, written as a fraction of the theoretical maximum amount of product (1.0 means a 100% yield; for example, 0.34 means a 34% yield). (1) The reactants are B(Br)(Br)Br.C[O:6][C:7]1[CH:28]=[CH:27][C:10]2[CH2:11][C@@H:12]([CH2:22][C:23]([O:25][CH3:26])=[O:24])[C:13](=[O:21])[N:14]([CH2:16]C(F)(F)F)[CH2:15][C:9]=2[CH:8]=1. The catalyst is C(Cl)Cl. The product is [OH:6][C:7]1[CH:28]=[CH:27][C:10]2[CH2:11][C@@H:12]([CH2:22][C:23]([O:25][CH3:26])=[O:24])[C:13](=[O:21])[N:14]([CH3:16])[CH2:15][C:9]=2[CH:8]=1. The yield is 0.940. (2) The reactants are [F:1][C:2]1[CH:7]=[CH:6][CH:5]=[CH:4][C:3]=1[CH2:8][CH2:9][C:10]1[N:11]([C:15]2[CH:20]=[CH:19][C:18]([NH:21][C:22]3[CH:31]=[CH:30][C:29]4[C:24](=[CH:25][CH:26]=[CH:27][CH:28]=4)[C:23]=3[NH:32]C(=O)CC(OCC)=O)=[CH:17][CH:16]=2)[CH:12]=[CH:13][N:14]=1.[N+](C1C2C(=CC=CC=2)C=CC=1NC1C=CC(N)=CC=1)([O-])=[O:42].FC1C=CC=CC=1[CH2:69][CH2:70][C:71]([OH:73])=O.O=C(NC1C2C(=CC=CC=2)C=CC=1NC1C=CC=C(N2C(CCC3C=CC=CN=3)=NN=N2)C=1)C(OCC)=O.Cl.FC1C=CC(CCC2N(C3C=CC(N4C(=O)CC(=O)NC5C6C(C=CC4=5)=CC=CC=6)=CC=3)C=CN=2)=CC=1.N1C=CC=CC=1CCC1N(C2C=C(NC3C(N)=CC=C4C=3C=CC=C4)C=CC=2)N=NN=1.Cl.N1C=CC=CC=1CCC1N(C2C=C(N3C4C=CC5C=CC=CC=5C=4NC(=O)C3=O)C=CC=2)N=NN=1. No catalyst specified. The product is [F:1][C:2]1[CH:7]=[CH:6][CH:5]=[CH:4][C:3]=1[CH2:8][CH2:9][C:10]1[N:11]([C:15]2[CH:16]=[CH:17][C:18]([N:21]3[C:69](=[O:42])[CH2:70][C:71](=[O:73])[NH:32][C:23]4[C:24]5[C:29]([CH:30]=[CH:31][C:22]3=4)=[CH:28][CH:27]=[CH:26][CH:25]=5)=[CH:19][CH:20]=2)[CH:12]=[CH:13][N:14]=1. The yield is 0.440. (3) The reactants are [CH3:1][C:2]1[C:6]([C:7]2[CH:8]=[C:9]([C:22](O)=[O:23])[C:10]3[NH:11][C:12]4[C:17]([C:18]=3[CH:19]=2)=[CH:16][C:15]([O:20][CH3:21])=[CH:14][CH:13]=4)=[C:5]([CH3:25])[O:4][N:3]=1.C(Cl)CCl.C1C=CC2N(O)N=[N:36]C=2C=1.[OH-].[NH4+]. The catalyst is C1COCC1.C(Cl)Cl. The product is [CH3:1][C:2]1[C:6]([C:7]2[CH:8]=[C:9]([C:22]([NH2:36])=[O:23])[C:10]3[NH:11][C:12]4[C:17]([C:18]=3[CH:19]=2)=[CH:16][C:15]([O:20][CH3:21])=[CH:14][CH:13]=4)=[C:5]([CH3:25])[O:4][N:3]=1. The yield is 0.790. (4) The reactants are [CH2:1]([O:3][C:4](=[O:29])[CH2:5][N:6]([CH2:23][C:24]([O:26][CH2:27][CH3:28])=[O:25])[C:7]1[CH:12]=[C:11]([CH2:13][CH2:14][C:15]([O:17]C(C)(C)C)=[O:16])[CH:10]=[CH:9][C:8]=1[CH3:22])[CH3:2].Cl.O1CCOCC1. The catalyst is ClCCl. The product is [CH2:1]([O:3][C:4](=[O:29])[CH2:5][N:6]([CH2:23][C:24]([O:26][CH2:27][CH3:28])=[O:25])[C:7]1[CH:12]=[C:11]([CH2:13][CH2:14][C:15]([OH:17])=[O:16])[CH:10]=[CH:9][C:8]=1[CH3:22])[CH3:2]. The yield is 0.790. (5) The reactants are [H-].[Na+].[N+:3]([C:6]1[CH:11]=[CH:10][C:9]([NH:12][CH2:13][C:14]([OH:16])=[O:15])=[CH:8][CH:7]=1)([O-:5])=[O:4].[F:17][C:18]([F:29])([F:28])[C:19](O[C:19](=[O:20])[C:18]([F:29])([F:28])[F:17])=[O:20].O. The catalyst is O1CCCC1.C(O)(=O)C. The product is [N+:3]([C:6]1[CH:7]=[CH:8][C:9]([N:12]([CH2:13][C:14]([OH:16])=[O:15])[C:19](=[O:20])[C:18]([F:29])([F:28])[F:17])=[CH:10][CH:11]=1)([O-:5])=[O:4]. The yield is 0.640. (6) The reactants are [F:1][C:2]([F:12])([F:11])[C:3]1[CH:10]=[CH:9][CH:8]=[CH:7][C:4]=1[CH:5]=O.C[O-].[K+].[CH2:16]([N:23]1[CH2:28][CH2:27][CH:26]([CH:29]=[O:30])[CH2:25][CH2:24]1)[C:17]1[CH:22]=[CH:21][CH:20]=[CH:19][CH:18]=1. The catalyst is CO. The product is [CH2:16]([N:23]1[CH2:28][CH2:27][CH:26]([C:29](=[O:30])[CH2:5][C:4]2[CH:7]=[CH:8][CH:9]=[CH:10][C:3]=2[C:2]([F:12])([F:11])[F:1])[CH2:25][CH2:24]1)[C:17]1[CH:22]=[CH:21][CH:20]=[CH:19][CH:18]=1. The yield is 0.490. (7) The reactants are [Cl:1][C:2]1[CH:3]=[C:4]([OH:9])[CH:5]=[CH:6][C:7]=1[CH3:8].[C:10](Cl)(=[O:12])[CH3:11].[Al+3].[Cl-].[Cl-].[Cl-]. No catalyst specified. The product is [Cl:1][C:2]1[C:7]([CH3:8])=[CH:6][C:5]([C:10](=[O:12])[CH3:11])=[C:4]([OH:9])[CH:3]=1. The yield is 0.770.